Dataset: Full USPTO retrosynthesis dataset with 1.9M reactions from patents (1976-2016). Task: Predict the reactants needed to synthesize the given product. (1) Given the product [CH3:1][C:2]1[CH:6]=[C:5]([CH2:7][N:8]2[CH2:9][CH2:10][N:11]([C:17]([O:18][N:19]3[C:23](=[O:24])[CH2:22][CH2:21][C:20]3=[O:25])=[O:26])[CH2:12][CH2:13]2)[N:4]([CH:14]([CH3:16])[CH3:15])[N:3]=1, predict the reactants needed to synthesize it. The reactants are: [CH3:1][C:2]1[CH:6]=[C:5]([CH2:7][N:8]2[CH2:13][CH2:12][NH:11][CH2:10][CH2:9]2)[N:4]([CH:14]([CH3:16])[CH3:15])[N:3]=1.[C:17](=O)([O:26]N1C(=O)CCC1=O)[O:18][N:19]1[C:23](=[O:24])[CH2:22][CH2:21][C:20]1=[O:25].C(N(CC)CC)C. (2) Given the product [C:17]([NH:4][CH2:3][CH2:1][OH:2])([O:16][C:13]([CH3:15])([CH3:14])[CH3:12])=[O:18], predict the reactants needed to synthesize it. The reactants are: [CH2:1]([CH2:3][NH2:4])[OH:2].C(N(CC)CC)C.[CH3:12][C:13]([O:16][C:17](O[C:17]([O:16][C:13]([CH3:15])([CH3:14])[CH3:12])=[O:18])=[O:18])([CH3:15])[CH3:14].